This data is from Forward reaction prediction with 1.9M reactions from USPTO patents (1976-2016). The task is: Predict the product of the given reaction. (1) Given the reactants [NH2:1][C:2]1[C:11]2[S:10](=[O:13])(=[O:12])[N:9]=[C:8]([C:14]3[C:15](=[O:30])[N:16]([NH:25][CH2:26][CH:27]([CH3:29])[CH3:28])[C:17]4[C:22]([C:23]=3[OH:24])=[CH:21][CH:20]=[CH:19][CH:18]=4)[NH:7][C:6]=2[CH:5]=[CH:4][C:3]=1[OH:31].[Cl:32][CH2:33][C:34](OC)(OC)OC.C1(C)C=CC(S(O)(=O)=O)=CC=1, predict the reaction product. The product is: [Cl:32][CH2:33][C:34]1[O:31][C:3]2[CH:4]=[CH:5][C:6]3[NH:7][C:8]([C:14]4[C:15](=[O:30])[N:16]([NH:25][CH2:26][CH:27]([CH3:29])[CH3:28])[C:17]5[C:22]([C:23]=4[OH:24])=[CH:21][CH:20]=[CH:19][CH:18]=5)=[N:9][S:10](=[O:12])(=[O:13])[C:11]=3[C:2]=2[N:1]=1. (2) Given the reactants [OH:1][C:2]1([CH:8]([C:23]2[CH:28]=[CH:27][CH:26]=[C:25]([CH:29]=[CH2:30])[CH:24]=2)[CH2:9][N:10]2[CH2:15][CH2:14][N:13](C(OC(C)(C)C)=O)[CH2:12][CH2:11]2)[CH2:7][CH2:6][CH2:5][CH2:4][CH2:3]1.[ClH:31], predict the reaction product. The product is: [ClH:31].[ClH:31].[N:10]1([CH2:9][CH:8]([C:2]2([OH:1])[CH2:7][CH2:6][CH2:5][CH2:4][CH2:3]2)[C:23]2[CH:28]=[CH:27][CH:26]=[C:25]([CH:29]=[CH2:30])[CH:24]=2)[CH2:15][CH2:14][NH:13][CH2:12][CH2:11]1. (3) Given the reactants [Br-].[CH3:2][O:3][CH2:4][CH2:5][CH2:6][P+](C1C=CC=CC=1)(C1C=CC=CC=1)C1C=CC=CC=1.C[Si]([N-][Si](C)(C)C)(C)C.[Na+].[Br:36][C:37]1[CH:44]=[C:41]([CH:42]=O)[C:40]([O:45][CH3:46])=[CH:39][CH:38]=1.[Cl-].[NH4+], predict the reaction product. The product is: [CH3:46][O:45][C:40]1[CH:39]=[CH:38][C:37]([Br:36])=[CH:44][C:41]=1[CH2:42][CH:6]=[CH:5][CH2:4][O:3][CH3:2]. (4) Given the reactants [Cl:1][C:2]1[C:3]([F:38])=[C:4]([CH:35]=[CH:36][CH:37]=1)[NH:5][C:6]1[C:15]2[C:10](=[CH:11][C:12]([O:33][CH3:34])=[C:13]([O:16][C@H:17]3[CH2:21][N:20]([C:22](OC(C)(C)C)=O)[C@H:19]([C:29]([O:31][CH3:32])=[O:30])[CH2:18]3)[CH:14]=2)[N:9]=[CH:8][N:7]=1.C=O, predict the reaction product. The product is: [Cl:1][C:2]1[C:3]([F:38])=[C:4]([CH:35]=[CH:36][CH:37]=1)[NH:5][C:6]1[C:15]2[C:10](=[CH:11][C:12]([O:33][CH3:34])=[C:13]([O:16][C@H:17]3[CH2:21][N:20]([CH3:22])[CH:19]([C:29]([O:31][CH3:32])=[O:30])[CH2:18]3)[CH:14]=2)[N:9]=[CH:8][N:7]=1. (5) Given the reactants [B:10]1([B:10]2[O:14][C:13]([CH3:16])([CH3:15])[C:12]([CH3:18])([CH3:17])[O:11]2)[O:14][C:13]([CH3:16])([CH3:15])[C:12]([CH3:18])([CH3:17])[O:11]1.Cl[C:20]1[CH:25]=[CH:24][CH:23]=[CH:22][C:21]=1[C:26]([CH:28]1[CH2:33][CH2:32][N:31]([C:34]([O:36][C:37]([CH3:40])([CH3:39])[CH3:38])=[O:35])[CH2:30][CH2:29]1)=[O:27].C1(P(C2CCCCC2)C2CCCCC2)CCCCC1.C([O-])(=O)C.[K+], predict the reaction product. The product is: [CH3:16][C:13]1([CH3:15])[C:12]([CH3:17])([CH3:18])[O:11][B:10]([C:20]2[CH:25]=[CH:24][CH:23]=[CH:22][C:21]=2[C:26]([CH:28]2[CH2:29][CH2:30][N:31]([C:34]([O:36][C:37]([CH3:40])([CH3:39])[CH3:38])=[O:35])[CH2:32][CH2:33]2)=[O:27])[O:14]1. (6) The product is: [CH2:17]([O:19][C:20]([C:22]1[CH:23]=[N:24][N:25]([CH3:30])[C:26]=1[C:27](=[O:28])[NH:15][C:13]1[CH:12]=[CH:11][C:10]2[N:9]([N:8]=[C:7]([N:1]3[CH2:6][CH2:5][O:4][CH2:3][CH2:2]3)[N:16]=2)[CH:14]=1)=[O:21])[CH3:18]. Given the reactants [N:1]1([C:7]2[N:16]=[C:10]3[CH:11]=[CH:12][C:13]([NH2:15])=[CH:14][N:9]3[N:8]=2)[CH2:6][CH2:5][O:4][CH2:3][CH2:2]1.[CH2:17]([O:19][C:20]([C:22]1[CH:23]=[N:24][N:25]([CH3:30])[C:26]=1[C:27](O)=[O:28])=[O:21])[CH3:18].CCCP(=O)=O.C(OCC)(=O)C.C(N(CC)C(C)C)(C)C, predict the reaction product. (7) The product is: [OH:1][C@@H:2]([C:3]1[N:29]([C@@H:30]2[CH2:31][CH2:32][C@H:33]([C:36]#[N:37])[CH2:34][CH2:35]2)[C:21]2=[C:22]3[S:28][CH:27]=[CH:26][C:23]3=[N:24][CH:25]=[C:20]2[N:5]=1)[CH3:6]. Given the reactants [OH:1][C@H:2]([CH3:6])[C:3]([NH2:5])=O.F[B-](F)(F)F.C([O+](CC)CC)C.N[C:20]1[C:21]([NH:29][C@@H:30]2[CH2:35][CH2:34][C@H:33]([C:36]#[N:37])[CH2:32][CH2:31]2)=[C:22]2[S:28][CH:27]=[CH:26][C:23]2=[N:24][CH:25]=1, predict the reaction product.